Dataset: Forward reaction prediction with 1.9M reactions from USPTO patents (1976-2016). Task: Predict the product of the given reaction. (1) Given the reactants [NH:1](C(OC(C)(C)C)=O)[C@H:2]([C:11]([OH:13])=O)[CH2:3][C:4]1[CH:9]=[CH:8][CH:7]=[C:6]([F:10])[CH:5]=1.[NH2:21][C@H:22]([C:33]([O:35][CH3:36])=[O:34])[CH2:23][CH2:24][CH2:25][NH:26][C:27](=[NH:32])[NH:28][N+:29]([O-:31])=[O:30].Cl.OC1C2N=NNC=2C=CC=1.Cl.CNC(N=C=NCC)CCNC, predict the reaction product. The product is: [NH2:1][C@H:2]([C:11]([NH:21][C@H:22]([C:33]([O:35][CH3:36])=[O:34])[CH2:23][CH2:24][CH2:25][NH:26][C:27](=[NH:32])[NH:28][N+:29]([O-:31])=[O:30])=[O:13])[CH2:3][C:4]1[CH:9]=[CH:8][CH:7]=[C:6]([F:10])[CH:5]=1. (2) Given the reactants C[C:2]1[CH:7]=[CH:6][CH:5]=[CH:4][C:3]=1[S:8]([N:11]1[C:19]2[CH:18]=[CH:17][CH:16]=[C:15]([CH:20]=[O:21])[C:14]=2[CH:13]=[CH:12]1)(=[O:10])=[O:9].[F:22][C:23]([F:45])([F:44])C1C=C(S(N2C3C(=C(C=C)C=CC=3)C=C2)(=O)=O)C=CC=1.N1C(C)=CC=CC=1C.I([O-])(=O)(=O)=O.[Na+], predict the reaction product. The product is: [F:22][C:23]([F:45])([F:44])[C:5]1[CH:4]=[C:3]([S:8]([N:11]2[C:19]3[CH:18]=[CH:17][CH:16]=[C:15]([CH:20]=[O:21])[C:14]=3[CH:13]=[CH:12]2)(=[O:9])=[O:10])[CH:2]=[CH:7][CH:6]=1. (3) Given the reactants C=O.[NH:3]1[CH2:8][CH2:7][CH:6]([S:9]([C:12]2[CH:21]=[CH:20][C:15]3[N:16]=[C:17]([NH2:19])[S:18][C:14]=3[CH:13]=2)(=[O:11])=[O:10])[CH2:5][CH2:4]1.[C:22]([BH3-])#N.[Na+].C([O-])(O)=O.[Na+], predict the reaction product. The product is: [CH3:22][N:3]1[CH2:4][CH2:5][CH:6]([S:9]([C:12]2[CH:21]=[CH:20][C:15]3[N:16]=[C:17]([NH2:19])[S:18][C:14]=3[CH:13]=2)(=[O:11])=[O:10])[CH2:7][CH2:8]1. (4) Given the reactants [OH:1][C:2]1[CH:7]=[CH:6][C:5]([CH2:8][CH2:9][C:10]2[CH:24]=[CH:23][C:13]3[CH:14]=[C:15]([CH:17]([NH:19][C:20](=[O:22])[CH3:21])[CH3:18])[O:16][C:12]=3[CH:11]=2)=[CH:4][CH:3]=1.Br[CH2:26][CH:27]([CH3:29])[CH3:28], predict the reaction product. The product is: [CH3:26][CH:27]([CH3:29])[CH2:28][O:1][C:2]1[CH:3]=[CH:4][C:5]([CH2:8][CH2:9][C:10]2[CH:24]=[CH:23][C:13]3[CH:14]=[C:15]([CH:17]([NH:19][C:20](=[O:22])[CH3:21])[CH3:18])[O:16][C:12]=3[CH:11]=2)=[CH:6][CH:7]=1. (5) Given the reactants CCN(C(C)C)C(C)C.[C:10]([Si:14](Cl)([CH3:16])[CH3:15])([CH3:13])([CH3:12])[CH3:11].[CH2:18]([NH:20][CH2:21][CH2:22][OH:23])[CH3:19], predict the reaction product. The product is: [Si:14]([O:23][CH2:22][CH2:21][NH:20][CH2:18][CH3:19])([C:10]([CH3:13])([CH3:12])[CH3:11])([CH3:16])[CH3:15]. (6) Given the reactants [CH3:1][N:2]([C@@H:10]1[CH2:15][CH2:14][CH2:13][NH:12][CH2:11]1)[C:3](=[O:9])[O:4][C:5]([CH3:8])([CH3:7])[CH3:6].[Br:16][C:17]1[C:18](F)=[C:19]2[C:25]([NH:26][C:27](=[O:34])[C:28]3[CH:33]=[CH:32][CH:31]=[N:30][CH:29]=3)=[CH:24][NH:23][C:20]2=[N:21][CH:22]=1, predict the reaction product. The product is: [Br:16][C:17]1[C:18]([N:12]2[CH2:13][CH2:14][CH2:15][C@@H:10]([N:2]([CH3:1])[C:3](=[O:9])[O:4][C:5]([CH3:8])([CH3:6])[CH3:7])[CH2:11]2)=[C:19]2[C:25]([NH:26][C:27](=[O:34])[C:28]3[CH:33]=[CH:32][CH:31]=[N:30][CH:29]=3)=[CH:24][NH:23][C:20]2=[N:21][CH:22]=1.